The task is: Predict the reactants needed to synthesize the given product.. This data is from Full USPTO retrosynthesis dataset with 1.9M reactions from patents (1976-2016). (1) Given the product [CH3:8][C:2]([O:9][C:10]1[CH:15]=[CH:14][C:13]([CH2:16][N:17]([CH2:18][C:19]2[CH:20]=[CH:21][C:22]([C:25]([F:27])([F:28])[F:26])=[CH:23][CH:24]=2)[C:31]2[CH:36]=[CH:35][CH:34]=[C:33]([C:37]3[CH:42]=[CH:41][C:40]([C:43]([F:44])([F:46])[F:45])=[CH:39][CH:38]=3)[N:32]=2)=[CH:12][C:11]=1[CH3:29])([CH3:1])[C:3]([O:5][CH2:6][CH3:7])=[O:4], predict the reactants needed to synthesize it. The reactants are: [CH3:1][C:2]([O:9][C:10]1[CH:15]=[CH:14][C:13]([CH2:16][NH:17][CH2:18][C:19]2[CH:24]=[CH:23][C:22]([C:25]([F:28])([F:27])[F:26])=[CH:21][CH:20]=2)=[CH:12][C:11]=1[CH3:29])([CH3:8])[C:3]([O:5][CH2:6][CH3:7])=[O:4].Br[C:31]1[CH:36]=[CH:35][CH:34]=[C:33]([C:37]2[CH:42]=[CH:41][C:40]([C:43]([F:46])([F:45])[F:44])=[CH:39][CH:38]=2)[N:32]=1.C1C=CC(P(C2C=CC3C(=CC=CC=3)C=2C2C3C(=CC=CC=3)C=CC=2P(C2C=CC=CC=2)C2C=CC=CC=2)C2C=CC=CC=2)=CC=1.C(=O)([O-])[O-].[Cs+].[Cs+]. (2) Given the product [CH3:3][C:1]([C:5]1[CH:6]=[C:7]([NH:8][C:26](=[O:27])[CH2:25][C:20]2[NH:21][C:22](=[O:24])[CH:23]=[C:18]([N:12]3[CH2:17][CH2:16][O:15][CH2:14][CH2:13]3)[N:19]=2)[CH:9]=[CH:10][CH:11]=1)([CH3:4])[CH3:2], predict the reactants needed to synthesize it. The reactants are: [C:1]([C:5]1[CH:6]=[C:7]([CH:9]=[CH:10][CH:11]=1)[NH2:8])([CH3:4])([CH3:3])[CH3:2].[N:12]1([C:18]2[N:19]=[C:20]([CH2:25][C:26]([O-])=[O:27])[NH:21][C:22](=[O:24])[CH:23]=2)[CH2:17][CH2:16][O:15][CH2:14][CH2:13]1.[Na+].O.[Cl-].COC1N=C(OC)N=C([N+]2(C)CCOCC2)N=1. (3) Given the product [NH2:22][C:18]1[C:16]2[S:17][C:10]3[C:9]([NH:8][C:4]4[CH:5]=[CH:6][CH:7]=[C:2]([Br:1])[CH:3]=4)=[N:14][CH:13]=[N:12][C:11]=3[C:15]=2[CH:21]=[CH:20][CH:19]=1, predict the reactants needed to synthesize it. The reactants are: [Br:1][C:2]1[CH:3]=[C:4]([NH:8][C:9]2[C:10]3[S:17][C:16]4[C:18]([N+:22]([O-])=O)=[CH:19][CH:20]=[CH:21][C:15]=4[C:11]=3[N:12]=[CH:13][N:14]=2)[CH:5]=[CH:6][CH:7]=1. (4) Given the product [N:15]1([C:12]2[CH:13]=[C:14]3[C:9](=[C:10]([NH2:20])[N:11]=2)[CH:8]=[N:7][C:6]2[CH:21]=[C:2]([C:25]#[C:24][CH2:23][CH2:22][N:26]4[CH:30]=[CH:29][N:28]=[CH:27]4)[CH:3]=[CH:4][C:5]3=2)[CH:19]=[CH:18][N:17]=[CH:16]1, predict the reactants needed to synthesize it. The reactants are: Br[C:2]1[CH:3]=[CH:4][C:5]2[C:14]3[C:9](=[C:10]([NH2:20])[N:11]=[C:12]([N:15]4[CH:19]=[CH:18][N:17]=[CH:16]4)[CH:13]=3)[CH:8]=[N:7][C:6]=2[CH:21]=1.[CH2:22]([N:26]1[CH:30]=[CH:29][N:28]=[CH:27]1)[CH2:23][C:24]#[CH:25]. (5) Given the product [CH2:44]([N:48]([CH2:49][C:50]1[CH:55]=[CH:54][C:53]([C:56]([CH3:57])([CH3:59])[CH3:58])=[CH:52][CH:51]=1)[C:10]([C:8]1[CH:7]=[CH:6][CH:5]=[C:4]2[C:9]=1[NH:1][CH:2]=[CH:3]2)=[O:12])[CH2:45][CH2:46][CH3:47], predict the reactants needed to synthesize it. The reactants are: [NH:1]1[C:9]2[C:4](=[CH:5][CH:6]=[CH:7][C:8]=2[C:10]([OH:12])=O)[CH:3]=[CH:2]1.CN(C(ON1N=NC2C=CC=CC1=2)=[N+](C)C)C.[B-](F)(F)(F)F.C(N(CC)C(C)C)(C)C.[CH2:44]([NH:48][CH2:49][C:50]1[CH:55]=[CH:54][C:53]([C:56]([CH3:59])([CH3:58])[CH3:57])=[CH:52][CH:51]=1)[CH2:45][CH2:46][CH3:47]. (6) The reactants are: Cl[C:2]1[N:10]=[CH:9][N:8]=[C:7]2[C:3]=1[N:4]=[CH:5][N:6]2[C@@H:11]1[O:23][C@H:22]([CH2:24][O:25][CH2:26][CH3:27])[C@@H:17]([O:18]C(=O)C)[C@H:12]1[O:13]C(=O)C.[CH:28]1([NH2:33])[CH2:32][CH2:31][CH2:30][CH2:29]1. Given the product [CH:28]1([NH:33][C:2]2[C:3]3[N:4]=[CH:5][N:6]([C:7]=3[N:8]=[CH:9][N:10]=2)[C@@H:11]2[O:23][C@H:22]([CH2:24][O:25][CH2:26][CH3:27])[C@@H:17]([OH:18])[C@H:12]2[OH:13])[CH2:32][CH2:31][CH2:30][CH2:29]1, predict the reactants needed to synthesize it.